Dataset: Catalyst prediction with 721,799 reactions and 888 catalyst types from USPTO. Task: Predict which catalyst facilitates the given reaction. (1) Reactant: [CH:1]1([CH:4]([C:6]2[CH:11]=[CH:10][C:9]([F:12])=[CH:8][CH:7]=2)O)[CH2:3][CH2:2]1.[CH3:13][C:14]1[C:18]([C:19]2[CH:20]=[C:21]3[CH:27]=[CH:26][NH:25][C:22]3=[N:23][CH:24]=2)=[C:17]([CH3:28])[O:16][N:15]=1.FC(F)(F)C(O)=O.C(=O)([O-])[O-].[K+].[K+]. Product: [CH:1]1([CH:4]([C:6]2[CH:11]=[CH:10][C:9]([F:12])=[CH:8][CH:7]=2)[C:27]2[C:21]3[C:22](=[N:23][CH:24]=[C:19]([C:18]4[C:14]([CH3:13])=[N:15][O:16][C:17]=4[CH3:28])[CH:20]=3)[NH:25][CH:26]=2)[CH2:3][CH2:2]1. The catalyst class is: 2. (2) Reactant: [CH3:1][C:2]1[CH:3]=[C:4]([CH:22]=[CH:23][C:24]=1[CH3:25])[C:5]([C:7]1[C:16](=[O:17])[C:15]2[CH:14]=[C:13]3[O:18][CH2:19][CH2:20][O:21][C:12]3=[CH:11][C:10]=2[NH:9][CH:8]=1)=[O:6].[H-].[Na+].Br.Br[CH2:30][C:31]1[CH:36]=[CH:35][CH:34]=[CH:33][N:32]=1. Product: [CH3:1][C:2]1[CH:3]=[C:4]([CH:22]=[CH:23][C:24]=1[CH3:25])[C:5]([C:7]1[C:16](=[O:17])[C:15]2[CH:14]=[C:13]3[O:18][CH2:19][CH2:20][O:21][C:12]3=[CH:11][C:10]=2[N:9]([CH2:30][C:31]2[CH:36]=[CH:35][CH:34]=[CH:33][N:32]=2)[CH:8]=1)=[O:6]. The catalyst class is: 9. (3) Reactant: [CH:1]1[CH:6]=[C:5]2[C:7]([N:9]([CH2:12][C:13]([OH:15])=O)[C:10](=[O:11])[C:4]2=[CH:3][CH:2]=1)=[O:8].C(N1C=CN=C1)(N1C=CN=C1)=O.[CH:28]1([C:31](=[N:33]O)[NH2:32])[CH2:30][CH2:29]1.O. Product: [CH:28]1([C:31]2[N:33]=[C:13]([CH2:12][N:9]3[C:7](=[O:8])[C:5]4=[CH:6][CH:1]=[CH:2][CH:3]=[C:4]4[C:10]3=[O:11])[O:15][N:32]=2)[CH2:30][CH2:29]1. The catalyst class is: 3. (4) Reactant: [O:1]1CCC[CH2:2]1.Br[C:7]1[CH:20]=[CH:19][C:10]([CH2:11][O:12][C:13]2[CH:18]=[CH:17][CH:16]=[CH:15][N:14]=2)=[CH:9][CH:8]=1.C([Li])CCC.CN(C)C=O. Product: [N:14]1[CH:15]=[CH:16][CH:17]=[CH:18][C:13]=1[O:12][CH2:11][C:10]1[CH:19]=[CH:20][C:7]([CH:2]=[O:1])=[CH:8][CH:9]=1. The catalyst class is: 84. (5) Reactant: C([C:3]1[CH:8]=[CH:7][N:6]=[C:5]([CH3:9])[CH:4]=1)C.[CH2:10]([Li])[CH2:11]CC.[Cl:15][C:16]1[CH:24]=[C:23]2[C:19]([C:20]([CH:25]=[O:26])=[N:21][NH:22]2)=[CH:18][CH:17]=1. Product: [Cl:15][C:16]1[CH:24]=[C:23]2[C:19]([C:20]([CH:25]([OH:26])[CH2:9][C:5]3[CH:4]=[CH:3][C:8]([CH2:10][CH3:11])=[CH:7][N:6]=3)=[N:21][NH:22]2)=[CH:18][CH:17]=1. The catalyst class is: 1. (6) Reactant: Cl.[CH2:2]([O:4][C:5](=[O:14])[CH:6]([NH:10][CH:11]1[CH2:13][CH2:12]1)[C:7](=[O:9])[CH3:8])[CH3:3].[N:15]1([C:21]2[CH:22]=[C:23]([CH:27]=[C:28]([C:30]([F:33])([F:32])[F:31])[CH:29]=2)[C:24](O)=[O:25])[CH2:20][CH2:19][O:18][CH2:17][CH2:16]1.CCN=C=NCCCN(C)C.C1C=CC2N(O)N=NC=2C=1.C(N(CC)CC)C. Product: [CH2:2]([O:4][C:5](=[O:14])[CH:6]([N:10]([CH:11]1[CH2:12][CH2:13]1)[C:24](=[O:25])[C:23]1[CH:27]=[C:28]([C:30]([F:31])([F:32])[F:33])[CH:29]=[C:21]([N:15]2[CH2:20][CH2:19][O:18][CH2:17][CH2:16]2)[CH:22]=1)[C:7](=[O:9])[CH3:8])[CH3:3]. The catalyst class is: 3.